This data is from Forward reaction prediction with 1.9M reactions from USPTO patents (1976-2016). The task is: Predict the product of the given reaction. Given the reactants [Cl:1][C:2]1[CH:3]=[CH:4][C:5]2[N:9]=[N:8][NH:7][C:6]=2[CH:10]=1.[Cl:11][CH2:12][CH2:13][CH2:14][CH2:15]Br, predict the reaction product. The product is: [Cl:1][C:2]1[CH:3]=[CH:4][C:5]2[N:9]=[N:8][N:7]([CH2:15][CH2:14][CH2:13][CH2:12][Cl:11])[C:6]=2[CH:10]=1.